This data is from Forward reaction prediction with 1.9M reactions from USPTO patents (1976-2016). The task is: Predict the product of the given reaction. (1) Given the reactants Cl[C:2]1[N:7]=[C:6]([O:8][CH3:9])[C:5]([N+:10]([O-:12])=[O:11])=[CH:4][CH:3]=1.[CH3:13][Si:14]([C:17]#[CH:18])([CH3:16])[CH3:15].C(N(CC)CC)C, predict the reaction product. The product is: [CH3:9][O:8][C:6]1[C:5]([N+:10]([O-:12])=[O:11])=[CH:4][CH:3]=[C:2]([C:18]#[C:17][Si:14]([CH3:16])([CH3:15])[CH3:13])[N:7]=1. (2) Given the reactants N([O-])=O.[Na+].[N+]([O-])(O)=O.[Cl:9][C:10]1[CH:11]=[C:12]([CH2:16][CH2:17][C:18]2[C:27]3[C:22](=[CH:23][CH:24]=[C:25]([C:28]([C:37]4[CH:42]=[CH:41][C:40]([Cl:43])=[CH:39][CH:38]=4)([OH:36])[C:29]4[N:33]([CH3:34])[C:32](S)=[N:31][N:30]=4)[CH:26]=3)[N:21]([CH3:44])[C:20](=[O:45])[CH:19]=2)[CH:13]=[CH:14][CH:15]=1, predict the reaction product. The product is: [Cl:9][C:10]1[CH:11]=[C:12]([CH2:16][CH2:17][C:18]2[C:27]3[C:22](=[CH:23][CH:24]=[C:25]([C:28]([C:37]4[CH:42]=[CH:41][C:40]([Cl:43])=[CH:39][CH:38]=4)([OH:36])[C:29]4[N:33]([CH3:34])[CH:32]=[N:31][N:30]=4)[CH:26]=3)[N:21]([CH3:44])[C:20](=[O:45])[CH:19]=2)[CH:13]=[CH:14][CH:15]=1.